From a dataset of Reaction yield outcomes from USPTO patents with 853,638 reactions. Predict the reaction yield, written as a fraction of the theoretical maximum amount of product (1.0 means a 100% yield; for example, 0.34 means a 34% yield). (1) The reactants are [C:1]([O:5][C:6]([N:8]1[CH2:13][CH2:12][CH:11]([C:14]2[NH:15][C:16]([C:27]3[CH:32]=[CH:31][C:30]([O:33][CH3:34])=[CH:29][CH:28]=3)=[C:17]([C:19]3[CH:24]=[CH:23][C:22]([O:25][CH3:26])=[CH:21][CH:20]=3)[N:18]=2)[CH2:10][CH2:9]1)=[O:7])([CH3:4])([CH3:3])[CH3:2].Br[CH2:36][C:37]([O:39][CH3:40])=[O:38].C(=O)([O-])[O-].[K+].[K+]. The catalyst is CN(C)C=O. The product is [C:1]([O:5][C:6]([N:8]1[CH2:13][CH2:12][CH:11]([C:14]2[N:18]([CH2:36][C:37]([O:39][CH3:40])=[O:38])[C:17]([C:19]3[CH:24]=[CH:23][C:22]([O:25][CH3:26])=[CH:21][CH:20]=3)=[C:16]([C:27]3[CH:28]=[CH:29][C:30]([O:33][CH3:34])=[CH:31][CH:32]=3)[N:15]=2)[CH2:10][CH2:9]1)=[O:7])([CH3:4])([CH3:3])[CH3:2]. The yield is 0.840. (2) The yield is 0.908. The product is [S:1]1[C:5]2[CH:6]=[CH:7][CH:8]=[CH:9][C:4]=2[N:3]=[C:2]1[CH2:10][N:11]1[C:20](=[O:21])[C:19]2[N:18]([CH2:22][C:23]#[C:24][CH3:25])[C:17]([N:37]3[CH2:38][CH2:39][CH2:40][CH:35]([C:33]([O:32][C:28]([CH3:31])([CH3:30])[CH3:29])=[O:34])[C@@H:36]3[NH2:50])=[N:16][C:15]=2[N:14]([CH3:27])[C:12]1=[O:13]. The reactants are [S:1]1[C:5]2[CH:6]=[CH:7][CH:8]=[CH:9][C:4]=2[N:3]=[C:2]1[CH2:10][N:11]1[C:20](=[O:21])[C:19]2[N:18]([CH2:22][C:23]#[C:24][CH3:25])[C:17](Br)=[N:16][C:15]=2[N:14]([CH3:27])[C:12]1=[O:13].[C:28]([O:32][C:33]([C@@H:35]1[CH2:40][CH2:39][CH2:38][N:37](N)[CH2:36]1)=[O:34])([CH3:31])([CH3:30])[CH3:29].C(=O)([O-])[O-].[K+].[K+].O.C[N:50](C)C=O. No catalyst specified. (3) The reactants are Br[C:2]1[CH:3]=[N:4][CH:5]=[C:6]([Br:8])[CH:7]=1.[F:9][C:10]1[CH:15]=[CH:14][CH:13]=[CH:12][C:11]=1B(O)O.C([O-])([O-])=O.[Na+].[Na+]. The catalyst is CN(C=O)C.Cl[Pd](Cl)([P](C1C=CC=CC=1)(C1C=CC=CC=1)C1C=CC=CC=1)[P](C1C=CC=CC=1)(C1C=CC=CC=1)C1C=CC=CC=1. The product is [Br:8][C:6]1[CH:5]=[N:4][CH:3]=[C:2]([C:11]2[CH:12]=[CH:13][CH:14]=[CH:15][C:10]=2[F:9])[CH:7]=1. The yield is 0.470. (4) The yield is 0.924. The reactants are [Br:1][C:2]1[CH:3]=[N:4][NH:5][CH:6]=1.[H-].[Na+].Cl[C:10]1[N:15]=[C:14]([N:16]2[CH2:21][CH2:20][O:19][CH2:18][CH2:17]2)[N:13]=[C:12]([N:22]2[CH2:27][CH2:26][O:25][CH2:24][CH2:23]2)[N:11]=1. The catalyst is CN(C=O)C.O. The product is [Br:1][C:2]1[CH:3]=[N:4][N:5]([C:10]2[N:15]=[C:14]([N:16]3[CH2:17][CH2:18][O:19][CH2:20][CH2:21]3)[N:13]=[C:12]([N:22]3[CH2:23][CH2:24][O:25][CH2:26][CH2:27]3)[N:11]=2)[CH:6]=1. (5) The reactants are Br[C:2]1[CH:9]=[C:8]([N:10]2[C:18]3[CH2:17][C:16]([CH3:20])([CH3:19])[CH2:15][C:14](=[O:21])[C:13]=3[C:12]([CH3:22])=[CH:11]2)[CH:7]=[CH:6][C:3]=1[C:4]#[N:5].[NH2:23][C@H:24]1[CH2:29][CH2:28][C@H:27]([OH:30])[CH2:26][CH2:25]1.CC(C)([O-:34])C.[Na+].C1(C)C=CC=CC=1. The catalyst is O.C([O-])(=O)C.[Pd+2].C([O-])(=O)C.C1(P(C2C=CC=CC=2)[C-]2C=CC=C2)C=CC=CC=1.[C-]1(P(C2C=CC=CC=2)C2C=CC=CC=2)C=CC=C1.[Fe+2].CS(C)=O.C(O)C. The product is [OH:30][C@H:27]1[CH2:28][CH2:29][C@H:24]([NH:23][C:2]2[CH:9]=[C:8]([N:10]3[C:18]4[CH2:17][C:16]([CH3:20])([CH3:19])[CH2:15][C:14](=[O:21])[C:13]=4[C:12]([CH3:22])=[CH:11]3)[CH:7]=[CH:6][C:3]=2[C:4]([NH2:5])=[O:34])[CH2:25][CH2:26]1. The yield is 0.470.